From a dataset of Peptide-MHC class II binding affinity with 134,281 pairs from IEDB. Regression. Given a peptide amino acid sequence and an MHC pseudo amino acid sequence, predict their binding affinity value. This is MHC class II binding data. The peptide sequence is SQDLEESWNLNGLQAY. The MHC is HLA-DQA10301-DQB10302 with pseudo-sequence HLA-DQA10301-DQB10302. The binding affinity (normalized) is 0.480.